This data is from Full USPTO retrosynthesis dataset with 1.9M reactions from patents (1976-2016). The task is: Predict the reactants needed to synthesize the given product. (1) Given the product [CH3:1][O:2][CH2:3][CH2:4][O:5][CH2:6][CH2:7][O:8][CH2:9][CH2:10][O:11][C:12]1[CH:13]=[CH:14][C:15]([NH2:18])=[CH:16][CH:17]=1, predict the reactants needed to synthesize it. The reactants are: [CH3:1][O:2][CH2:3][CH2:4][O:5][CH2:6][CH2:7][O:8][CH2:9][CH2:10][O:11][C:12]1[CH:17]=[CH:16][C:15]([N+:18]([O-])=O)=[CH:14][CH:13]=1. (2) Given the product [NH2:10][CH:9]([CH2:8][C:7]1[C:14]2[C:4](=[CH:3][C:2]([F:1])=[CH:16][CH:15]=2)[NH:5][CH:6]=1)[CH2:11][OH:12], predict the reactants needed to synthesize it. The reactants are: [F:1][C:2]1[CH:3]=[C:4]2[C:14](=[CH:15][CH:16]=1)[C:7]([CH2:8][C@@H:9]([C:11](O)=[O:12])[NH2:10])=[CH:6][NH:5]2.[H-].[Al+3].[Li+].[H-].[H-].[H-].O.[OH-].[Na+]. (3) Given the product [NH2:1][C:2]1[C:11]2[CH:10]=[CH:9][CH:8]=[C:7]([C:23]3[CH:24]=[CH:25][CH:26]=[CH:27][C:22]=3[C:20]#[N:21])[C:6]=2[N:5]=[C:4]2[CH2:13][N:14]([CH:17]3[CH2:19][CH2:18]3)[C:15](=[O:16])[C:3]=12, predict the reactants needed to synthesize it. The reactants are: [NH2:1][C:2]1[C:11]2[CH:10]=[CH:9][CH:8]=[C:7](Br)[C:6]=2[N:5]=[C:4]2[CH2:13][N:14]([CH:17]3[CH2:19][CH2:18]3)[C:15](=[O:16])[C:3]=12.[C:20]([C:22]1[CH:27]=[CH:26][CH:25]=[CH:24][C:23]=1B(O)O)#[N:21]. (4) The reactants are: [CH3:1][C:2]1([CH3:39])[CH2:11][CH2:10][C:9]([CH3:13])([CH3:12])[C:8]2[CH:7]=[C:6]([Se:14][C:15]#[C:16][C:17]3[CH:26]=[CH:25][C:20]([C:21]([O:23]C)=[O:22])=[CH:19][CH:18]=3)[CH:5]=[C:4]([O:27][CH2:28][C:29]3[CH:34]=[CH:33][C:32]([C:35]([CH3:38])([CH3:37])[CH3:36])=[CH:31][CH:30]=3)[C:3]1=2.[OH-].[Na+]. Given the product [CH3:1][C:2]1([CH3:39])[CH2:11][CH2:10][C:9]([CH3:12])([CH3:13])[C:8]2[CH:7]=[C:6]([Se:14][C:15]#[C:16][C:17]3[CH:18]=[CH:19][C:20]([C:21]([OH:23])=[O:22])=[CH:25][CH:26]=3)[CH:5]=[C:4]([O:27][CH2:28][C:29]3[CH:30]=[CH:31][C:32]([C:35]([CH3:38])([CH3:37])[CH3:36])=[CH:33][CH:34]=3)[C:3]1=2, predict the reactants needed to synthesize it. (5) Given the product [Cl:1][C:2]1[CH:23]=[CH:22][CH:21]=[CH:20][C:3]=1[O:4][CH2:5][C:6]1[CH:11]=[CH:10][N:9]=[C:8]([C:12]([NH:14][C:15]2[CH:19]=[N:18][N:17]([CH2:27][CH2:28][CH2:29][CH2:30][F:31])[CH:16]=2)=[O:13])[CH:7]=1, predict the reactants needed to synthesize it. The reactants are: [Cl:1][C:2]1[CH:23]=[CH:22][CH:21]=[CH:20][C:3]=1[O:4][CH2:5][C:6]1[CH:11]=[CH:10][N:9]=[C:8]([C:12]([NH:14][C:15]2[CH:16]=[N:17][NH:18][CH:19]=2)=[O:13])[CH:7]=1.[H-].[Na+].Br[CH2:27][CH2:28][CH2:29][CH2:30][F:31].C(OCC)(=O)C. (6) Given the product [Cl:1][CH2:2][CH2:3][CH2:4][CH2:5][C:6]#[C:7][Si:14]([CH3:17])([CH3:16])[CH3:15], predict the reactants needed to synthesize it. The reactants are: [Cl:1][CH2:2][CH2:3][CH2:4][CH2:5][C:6]#[CH:7].C([Li])CCC.Cl[Si:14]([CH3:17])([CH3:16])[CH3:15]. (7) Given the product [C:1]([C:3]1[CH:4]=[C:5]2[C:10](=[CH:11][C:12]=1[O:13][CH2:14][CH2:15][O:16][CH3:17])[N:9]=[CH:8][CH:7]=[C:6]2[O:18][C:19]1[CH:24]=[CH:23][C:22]([NH:25][C:26]([NH:35][C:36]2[CH:41]=[CH:40][CH:39]=[CH:38][N:37]=2)=[O:27])=[CH:21][CH:20]=1)#[N:2], predict the reactants needed to synthesize it. The reactants are: [C:1]([C:3]1[CH:4]=[C:5]2[C:10](=[CH:11][C:12]=1[O:13][CH2:14][CH2:15][O:16][CH3:17])[N:9]=[CH:8][CH:7]=[C:6]2[O:18][C:19]1[CH:24]=[CH:23][C:22]([NH:25][C:26](=O)[O:27]C2C=CC=CC=2)=[CH:21][CH:20]=1)#[N:2].[NH2:35][C:36]1[CH:41]=[CH:40][CH:39]=[CH:38][N:37]=1.C(OCC)(=O)C.O.